Dataset: Full USPTO retrosynthesis dataset with 1.9M reactions from patents (1976-2016). Task: Predict the reactants needed to synthesize the given product. (1) Given the product [I:29][CH2:2][O:3][C:4]([NH:6][C:7]([CH3:28])([CH3:27])[CH2:8][O:9][C:10](=[O:26])[C@H:11]([CH:23]([CH3:25])[CH3:24])[NH:12][C:13]([O:15][CH2:16][C:17]1[CH:22]=[CH:21][CH:20]=[CH:19][CH:18]=1)=[O:14])=[O:5], predict the reactants needed to synthesize it. The reactants are: Cl[CH2:2][O:3][C:4]([NH:6][C:7]([CH3:28])([CH3:27])[CH2:8][O:9][C:10](=[O:26])[C@H:11]([CH:23]([CH3:25])[CH3:24])[NH:12][C:13]([O:15][CH2:16][C:17]1[CH:22]=[CH:21][CH:20]=[CH:19][CH:18]=1)=[O:14])=[O:5].[I-:29].[Na+]. (2) Given the product [CH3:40][O:39][CH:18]1[CH2:19][CH:20]1[C:2]1[CH:3]=[CH:4][C:5]([O:8][CH3:9])=[CH:6][CH:7]=1, predict the reactants needed to synthesize it. The reactants are: Cl[C:2]1[CH:7]=[CH:6][C:5]([O:8][CH3:9])=[CH:4][C:3]=1OC.COC1C=CC=[C:18]([O:39][CH3:40])[C:19]=1[C:20]1C=CC=CC=1P(C1CCCCC1)C1CCCCC1. (3) The reactants are: [CH:1]1([NH:7][C:8]2[C:13](CC(C)C)=[CH:12][C:11](CC(C)C)=[C:10]([NH:22][CH:23]3[CH2:28][CH2:27][CH2:26][CH2:25][CH2:24]3)[CH:9]=2)[CH2:6][CH2:5][CH2:4][CH2:3][CH2:2]1.C1(NC2C(CC(C)C)=CC(C=C(C)C)=C(NC3CCCCC3)C=2)CCCCC1. Given the product [CH:23]1([NH:22][C:10]2[CH:11]=[CH:12][CH:13]=[C:8]([NH:7][CH:1]3[CH2:6][CH2:5][CH2:4][CH2:3][CH2:2]3)[CH:9]=2)[CH2:28][CH2:27][CH2:26][CH2:25][CH2:24]1, predict the reactants needed to synthesize it.